This data is from Full USPTO retrosynthesis dataset with 1.9M reactions from patents (1976-2016). The task is: Predict the reactants needed to synthesize the given product. Given the product [CH3:23][C:19]1[N:18]=[C:17](/[C:15](=[N:14]/[O:13][CH2:10][C:11]#[C:12][C:2]2[N:7]=[C:6]([CH:8]=[O:9])[CH:5]=[CH:4][CH:3]=2)/[CH3:16])[CH:22]=[CH:21][CH:20]=1, predict the reactants needed to synthesize it. The reactants are: Br[C:2]1[N:7]=[C:6]([CH:8]=[O:9])[CH:5]=[CH:4][CH:3]=1.[CH2:10]([O:13]/[N:14]=[C:15](/[C:17]1[CH:22]=[CH:21][CH:20]=[C:19]([CH3:23])[N:18]=1)\[CH3:16])[C:11]#[CH:12].C(NC(C)C)(C)C.